From a dataset of Reaction yield outcomes from USPTO patents with 853,638 reactions. Predict the reaction yield, written as a fraction of the theoretical maximum amount of product (1.0 means a 100% yield; for example, 0.34 means a 34% yield). (1) The reactants are C(N1C=CN=C1)(N1C=CN=C1)=O.[C:13]([O:17][C:18]([NH:20][C:21]1([C:24]([OH:26])=O)[CH2:23][CH2:22]1)=[O:19])([CH3:16])([CH3:15])[CH3:14].C(N(CC)C(C)C)(C)C.[Br:36][C:37]1[C:38]([NH2:44])=[N:39][CH:40]=[C:41]([Br:43])[N:42]=1. The catalyst is CN(C)C=O.ClCCl.C(OCC)(=O)C. The product is [Br:36][C:37]1[C:38]([NH:44][C:24]([C:21]2([NH:20][C:18](=[O:19])[O:17][C:13]([CH3:14])([CH3:15])[CH3:16])[CH2:22][CH2:23]2)=[O:26])=[N:39][CH:40]=[C:41]([Br:43])[N:42]=1. The yield is 0.500. (2) The reactants are C[CH2:2][N:3]([CH:7]([CH3:9])C)[CH:4]([CH3:6])C.CN(C(O[N:18]1N=N[C:20]2[CH:21]=[CH:22][CH:23]=[N:24][C:19]1=2)=[N+](C)C)C.F[P-](F)(F)(F)(F)F.N[C@@H]1CC[C@H](N2[C:46](=[O:47])[C:45]3[CH:48]=C(F)C=NC=3N(C3C=C(C4C=CC=CC=4)C=CC=3)C2=O)CC1.[OH2:66]. The catalyst is CN(C=O)C. The product is [CH3:2][N:3]1[CH2:4][CH2:6][CH2:9][CH:7]1[C:22]1[CH:21]=[CH:20][C:19]2[N:24]([CH:48]=[C:45]([C:46]([OH:66])=[O:47])[N:18]=2)[CH:23]=1. The yield is 0.173. (3) The reactants are Br[C:2]1[CH:7]=[CH:6][C:5]([CH:8]([N:12]2[CH2:26][CH2:25][C:15]3([O:20][CH2:19][C:18](=[O:21])[N:17]([CH:22]4[CH2:24][CH2:23]4)[CH2:16]3)[CH2:14][CH2:13]2)[C:9]([NH2:11])=[O:10])=[C:4]([F:27])[CH:3]=1.B1(B2OC(C)(C)C(C)(C)O2)OC(C)(C)C(C)(C)O1.C([O-])(=O)C.[K+].Cl[C:52]1[CH:61]=[C:60]2[C:55]([CH:56]=[CH:57][C:58]([OH:62])=[N:59]2)=[CH:54][CH:53]=1.C(=O)([O-])[O-].[K+].[K+]. The catalyst is O1CCOCC1.C1C=CC(P(C2C=CC=CC=2)[C-]2C=CC=C2)=CC=1.C1C=CC(P(C2C=CC=CC=2)[C-]2C=CC=C2)=CC=1.Cl[Pd]Cl.[Fe+2].C(Cl)Cl.C(#N)C.O. The product is [CH:22]1([N:17]2[CH2:16][C:15]3([CH2:25][CH2:26][N:12]([CH:8]([C:5]4[CH:6]=[CH:7][C:2]([C:52]5[CH:61]=[C:60]6[C:55]([CH:56]=[CH:57][C:58]([OH:62])=[N:59]6)=[CH:54][CH:53]=5)=[CH:3][C:4]=4[F:27])[C:9]([NH2:11])=[O:10])[CH2:13][CH2:14]3)[O:20][CH2:19][C:18]2=[O:21])[CH2:24][CH2:23]1. The yield is 0.0800. (4) The reactants are [CH3:1][N:2]1[N:6]=[N:5][C:4]([C:7]2[CH:12]=[CH:11][C:10]([N+:13]([O-])=O)=[CH:9][CH:8]=2)=[N:3]1. The catalyst is [Pd].C(O)C. The product is [CH3:1][N:2]1[N:6]=[N:5][C:4]([C:7]2[CH:12]=[CH:11][C:10]([NH2:13])=[CH:9][CH:8]=2)=[N:3]1. The yield is 0.960. (5) The reactants are [NH2:1][CH:2]1[CH:8]=[C:7]([C:9]2[CH:14]=[CH:13][CH:12]=[CH:11][CH:10]=2)[CH:6]=[CH:5][N:4]([CH3:15])[C:3]1=[O:16].[C:17]([O:21][C:22]([NH:24][C@H:25]([C:27](O)=[O:28])[CH3:26])=[O:23])([CH3:20])([CH3:19])[CH3:18].O.OC1C2N=NNC=2C=CC=1.C(N(C(C)C)CC)(C)C.Cl.CN(C)CCCN=C=NCC. The catalyst is O.ClCCl. The product is [C:17]([O:21][C:22](=[O:23])[NH:24][C@H:25]([C:27](=[O:28])[NH:1][CH:2]1[CH:8]=[C:7]([C:9]2[CH:10]=[CH:11][CH:12]=[CH:13][CH:14]=2)[CH:6]=[CH:5][N:4]([CH3:15])[C:3]1=[O:16])[CH3:26])([CH3:18])([CH3:19])[CH3:20]. The yield is 0.970. (6) The reactants are [CH3:1][O:2][C:3]([C:5]1[N:6]=[CH:7][C:8]([N:11]2[CH2:16][CH2:15][N:14](C(OC(C)(C)C)=O)[CH2:13][C@H:12]2[CH3:24])=[N:9][CH:10]=1)=[O:4].Cl. The catalyst is CO. The product is [CH3:1][O:2][C:3]([C:5]1[N:6]=[CH:7][C:8]([N:11]2[CH2:16][CH2:15][NH:14][CH2:13][C@H:12]2[CH3:24])=[N:9][CH:10]=1)=[O:4]. The yield is 0.770. (7) The yield is 1.00. The product is [Cl:1][C:2]1[CH:3]=[C:4]([C:11]([F:12])([F:13])[F:14])[N:5]=[CH:6][C:7]=1[CH2:8][OH:9]. The reactants are [Cl:1][C:2]1[C:7]([C:8](O)=[O:9])=[CH:6][N:5]=[C:4]([C:11]([F:14])([F:13])[F:12])[CH:3]=1.B.C1COCC1.[NH4+].[Cl-].O. The catalyst is O1CCCC1.